From a dataset of NCI-60 drug combinations with 297,098 pairs across 59 cell lines. Regression. Given two drug SMILES strings and cell line genomic features, predict the synergy score measuring deviation from expected non-interaction effect. (1) Synergy scores: CSS=23.5, Synergy_ZIP=9.63, Synergy_Bliss=6.82, Synergy_Loewe=-4.68, Synergy_HSA=5.81. Cell line: OVCAR-8. Drug 2: CC1OCC2C(O1)C(C(C(O2)OC3C4COC(=O)C4C(C5=CC6=C(C=C35)OCO6)C7=CC(=C(C(=C7)OC)O)OC)O)O. Drug 1: CNC(=O)C1=CC=CC=C1SC2=CC3=C(C=C2)C(=NN3)C=CC4=CC=CC=N4. (2) Cell line: ACHN. Synergy scores: CSS=69.4, Synergy_ZIP=1.23, Synergy_Bliss=1.09, Synergy_Loewe=1.44, Synergy_HSA=7.43. Drug 1: C1=C(C(=O)NC(=O)N1)F. Drug 2: C1=CN(C(=O)N=C1N)C2C(C(C(O2)CO)O)O.Cl. (3) Drug 1: C1CCN(CC1)CCOC2=CC=C(C=C2)C(=O)C3=C(SC4=C3C=CC(=C4)O)C5=CC=C(C=C5)O. Drug 2: CC(C)(C#N)C1=CC(=CC(=C1)CN2C=NC=N2)C(C)(C)C#N. Cell line: MOLT-4. Synergy scores: CSS=-0.924, Synergy_ZIP=-2.22, Synergy_Bliss=-6.21, Synergy_Loewe=-4.39, Synergy_HSA=-5.25. (4) Drug 1: CC12CCC(CC1=CCC3C2CCC4(C3CC=C4C5=CN=CC=C5)C)O. Drug 2: C1=NC2=C(N1)C(=S)N=CN2. Cell line: SNB-19. Synergy scores: CSS=4.91, Synergy_ZIP=-4.64, Synergy_Bliss=-5.52, Synergy_Loewe=-10.0, Synergy_HSA=-5.08. (5) Drug 1: COC1=CC(=CC(=C1O)OC)C2C3C(COC3=O)C(C4=CC5=C(C=C24)OCO5)OC6C(C(C7C(O6)COC(O7)C8=CC=CS8)O)O. Drug 2: C1=CC(=CC=C1C#N)C(C2=CC=C(C=C2)C#N)N3C=NC=N3. Cell line: SNB-75. Synergy scores: CSS=20.5, Synergy_ZIP=-8.28, Synergy_Bliss=1.16, Synergy_Loewe=2.28, Synergy_HSA=2.27. (6) Drug 1: COC1=NC(=NC2=C1N=CN2C3C(C(C(O3)CO)O)O)N. Drug 2: CC1C(C(CC(O1)OC2CC(CC3=C2C(=C4C(=C3O)C(=O)C5=CC=CC=C5C4=O)O)(C(=O)C)O)N)O. Cell line: HOP-62. Synergy scores: CSS=46.5, Synergy_ZIP=1.42, Synergy_Bliss=1.31, Synergy_Loewe=-19.9, Synergy_HSA=1.92. (7) Drug 1: CN1C(=O)N2C=NC(=C2N=N1)C(=O)N. Drug 2: CC(C)(C#N)C1=CC(=CC(=C1)CN2C=NC=N2)C(C)(C)C#N. Cell line: SK-MEL-5. Synergy scores: CSS=2.13, Synergy_ZIP=-0.264, Synergy_Bliss=-0.582, Synergy_Loewe=-1.89, Synergy_HSA=-2.88. (8) Drug 1: CC1CCC2CC(C(=CC=CC=CC(CC(C(=O)C(C(C(=CC(C(=O)CC(OC(=O)C3CCCCN3C(=O)C(=O)C1(O2)O)C(C)CC4CCC(C(C4)OC)O)C)C)O)OC)C)C)C)OC. Drug 2: C1=CC=C(C(=C1)C(C2=CC=C(C=C2)Cl)C(Cl)Cl)Cl. Cell line: HL-60(TB). Synergy scores: CSS=45.1, Synergy_ZIP=-0.534, Synergy_Bliss=-0.712, Synergy_Loewe=-38.3, Synergy_HSA=-0.0591.